This data is from Reaction yield outcomes from USPTO patents with 853,638 reactions. The task is: Predict the reaction yield, written as a fraction of the theoretical maximum amount of product (1.0 means a 100% yield; for example, 0.34 means a 34% yield). (1) The reactants are [C:1]([C:4]1[C:5]([F:13])=[C:6](B(O)O)[CH:7]=[CH:8][CH:9]=1)(=[O:3])[CH3:2].C(O)(=[O:16])C.OO. The catalyst is O1CCCC1. The product is [F:13][C:5]1[C:6]([OH:16])=[CH:7][CH:8]=[CH:9][C:4]=1[C:1](=[O:3])[CH3:2]. The yield is 1.00. (2) The reactants are [F:1][C:2]([F:13])([F:12])[O:3][C:4]1[CH:5]=[C:6]([CH:9]=[CH:10][CH:11]=1)[CH:7]=O.[N:14]([CH2:17][C:18]([O:20][CH3:21])=[O:19])=[N+:15]=[N-:16].C[O-].[Na+]. The catalyst is CO. The product is [N:14]([C:17](=[CH:7][C:6]1[CH:9]=[CH:10][CH:11]=[C:4]([O:3][C:2]([F:13])([F:12])[F:1])[CH:5]=1)[C:18]([O:20][CH3:21])=[O:19])=[N+:15]=[N-:16]. The yield is 0.470. (3) The yield is 0.460. The catalyst is CCO. The product is [Cl:12][C:10]1[CH:11]=[C:2]([NH:1][CH2:36][C:34]2[CH:33]=[CH:32][CH:31]=[C:30]([N:24]3[CH2:25][CH2:26][O:27][CH2:28][CH2:29]3)[N:35]=2)[CH:3]=[C:4]2[C:9]=1[N:8]=[CH:7][C:6]([C:13]#[N:14])=[C:5]2[NH:15][C:16]1[CH:21]=[CH:20][C:19]([F:22])=[C:18]([Cl:23])[CH:17]=1. The reactants are [NH2:1][C:2]1[CH:3]=[C:4]2[C:9](=[C:10]([Cl:12])[CH:11]=1)[N:8]=[CH:7][C:6]([C:13]#[N:14])=[C:5]2[NH:15][C:16]1[CH:21]=[CH:20][C:19]([F:22])=[C:18]([Cl:23])[CH:17]=1.[N:24]1([C:30]2[N:35]=[C:34]([CH:36]=O)[CH:33]=[CH:32][CH:31]=2)[CH2:29][CH2:28][O:27][CH2:26][CH2:25]1.[BH3-]C#N.[Na+]. (4) The reactants are [C:1]([O:5][C:6]([N:8]1[CH2:13][CH2:12][CH2:11][CH:10]([C:14]2[CH:19]=[CH:18][CH:17]=[CH:16][CH:15]=2)[CH:9]1[C:20](O)=[O:21])=[O:7])([CH3:4])([CH3:3])[CH3:2]. The catalyst is C1COCC1. The product is [OH:21][CH2:20][CH:9]1[CH:10]([C:14]2[CH:19]=[CH:18][CH:17]=[CH:16][CH:15]=2)[CH2:11][CH2:12][CH2:13][N:8]1[C:6]([O:5][C:1]([CH3:4])([CH3:3])[CH3:2])=[O:7]. The yield is 0.820. (5) The reactants are Br[C:2]1[C:3]([NH2:9])=[N:4][CH:5]=[C:6]([Br:8])[N:7]=1.CC1(C)C(C)(C)OB([C:18]2[N:19]([C:27]([O:29][C:30]([CH3:33])([CH3:32])[CH3:31])=[O:28])[C:20]3[C:25]([CH:26]=2)=[CH:24][CH:23]=[CH:22][CH:21]=3)O1.[C:35]([O-:38])([OH:37])=O.[Na+].C1(P([C:53]2[CH:58]=[CH:57]C=CC=2)C2C=CC=CC=2)C=CC=CC=1.[CH3:59][C:60]([O:63][C:64](OC(OC(C)(C)C)=O)=[O:65])([CH3:62])[CH3:61].[CH2:74](COC)OC. The catalyst is O.CCOC(C)=O.O.CN(C1C=CN=CC=1)C.[Pd]. The product is [C:58]([O:37][C:35]([N:9]([C:64]([O:63][C:60]([CH3:62])([CH3:59])[CH3:61])=[O:65])[C:3]1[C:2]([C:18]2[N:19]([C:27]([O:29][C:30]([CH3:31])([CH3:32])[CH3:33])=[O:28])[C:20]3[C:25]([CH:26]=2)=[CH:24][CH:23]=[CH:22][CH:21]=3)=[N:7][C:6]([Br:8])=[CH:5][N:4]=1)=[O:38])([CH3:57])([CH3:53])[CH3:74]. The yield is 0.550. (6) The product is [CH3:1][N:2]1[C:6]([CH3:7])=[CH:5][C:4]([NH:8][C:9]2[C:14](=[O:15])[N:13]([CH3:16])[CH:12]=[C:11]([C:17]3[CH:22]=[CH:21][N:20]=[C:19]([N:23]4[CH2:35][CH2:34][C:33]5[N:32]6[C:27]([CH2:28][CH2:29][CH2:30][CH2:31]6)=[C:26]([F:36])[C:25]=5[C:24]4=[O:37])[C:18]=3[CH2:38][OH:39])[CH:10]=2)=[N:3]1. The catalyst is CO. The reactants are [CH3:1][N:2]1[C:6]([CH3:7])=[CH:5][C:4]([NH:8][C:9]2[C:14](=[O:15])[N:13]([CH3:16])[CH:12]=[C:11]([C:17]3[CH:22]=[CH:21][N:20]=[C:19]([N:23]4[CH2:35][CH2:34][C:33]5[N:32]6[C:27]([CH2:28][CH2:29][CH2:30][CH2:31]6)=[C:26]([F:36])[C:25]=5[C:24]4=[O:37])[C:18]=3[CH:38]=[O:39])[CH:10]=2)=[N:3]1.[BH4-].[Na+]. The yield is 0.520. (7) The reactants are [Cl:1][C:2]1[CH:7]=[C:6]([Cl:8])[CH:5]=[CH:4][C:3]=1[C:9]1[N:10]=[C:11]([CH2:26][CH3:27])[C:12]([NH:17][C@H:18]2[C@@H:22]([O:23][CH2:24][CH3:25])[CH2:21][NH:20][CH2:19]2)=[N:13][C:14]=1[CH2:15][CH3:16].Br[C:29]1[S:30][CH:31]=[CH:32][N:33]=1.C(=O)([O-])[O-].[Cs+].[Cs+].C1(P(C2CCCCC2)C2C=CC=CC=2C2C=CC=CC=2N(C)C)CCCCC1.C(=O)(O)[O-].[Na+]. The catalyst is COCCOC.C1C=CC(/C=C/C(/C=C/C2C=CC=CC=2)=O)=CC=1.C1C=CC(/C=C/C(/C=C/C2C=CC=CC=2)=O)=CC=1.C1C=CC(/C=C/C(/C=C/C2C=CC=CC=2)=O)=CC=1.[Pd].[Pd]. The product is [Cl:1][C:2]1[CH:7]=[C:6]([Cl:8])[CH:5]=[CH:4][C:3]=1[C:9]1[N:10]=[C:11]([CH2:26][CH3:27])[C:12]([NH:17][C@H:18]2[C@@H:22]([O:23][CH2:24][CH3:25])[CH2:21][N:20]([C:29]3[S:30][CH:31]=[CH:32][N:33]=3)[CH2:19]2)=[N:13][C:14]=1[CH2:15][CH3:16]. The yield is 0.500.